From a dataset of Forward reaction prediction with 1.9M reactions from USPTO patents (1976-2016). Predict the product of the given reaction. (1) Given the reactants [CH3:1][O:2][C:3](=[O:33])[CH2:4][CH2:5][CH2:6][CH2:7][CH2:8][CH2:9][CH2:10][CH2:11][C:12](=[O:32])[NH:13][C:14]1[CH:19]=[CH:18][CH:17]=[CH:16][C:15]=1[S:20](=[O:31])(=[O:30])[NH:21][C:22]([C@@:24]1([NH2:29])[CH2:26][C@H:25]1[CH:27]=[CH2:28])=[O:23].[C:34]([O:38][C:39]([N:41]1[CH2:45][C@H:44]([O:46][C:47]2[C:56]3[C:51](=[CH:52][C:53]([O:57][CH3:58])=[CH:54][CH:55]=3)[N:50]=[C:49]([C:59]3[CH:64]=[CH:63][CH:62]=[CH:61][CH:60]=3)[CH:48]=2)[CH2:43][C@H:42]1[C:65](O)=[O:66])=[O:40])([CH3:37])([CH3:36])[CH3:35].CCN(C(C)C)C(C)C.CN(C(ON1N=NC2C=CC=CC1=2)=[N+](C)C)C.F[P-](F)(F)(F)(F)F, predict the reaction product. The product is: [C:34]([O:38][C:39]([N:41]1[CH2:45][C@H:44]([O:46][C:47]2[C:56]3[C:51](=[CH:52][C:53]([O:57][CH3:58])=[CH:54][CH:55]=3)[N:50]=[C:49]([C:59]3[CH:60]=[CH:61][CH:62]=[CH:63][CH:64]=3)[CH:48]=2)[CH2:43][C@H:42]1[C:65](=[O:66])[NH:29][C@:24]1([C:22]([NH:21][S:20]([C:15]2[CH:16]=[CH:17][CH:18]=[CH:19][C:14]=2[NH:13][C:12](=[O:32])[CH2:11][CH2:10][CH2:9][CH2:8][CH2:7][CH2:6][CH2:5][CH2:4][C:3]([O:2][CH3:1])=[O:33])(=[O:31])=[O:30])=[O:23])[CH2:26][C@H:25]1[CH:27]=[CH2:28])=[O:40])([CH3:36])([CH3:37])[CH3:35]. (2) The product is: [Si:18]([O:1][CH2:2][CH2:3][CH:4]1[C:12]2[C:7](=[CH:8][CH:9]=[CH:10][CH:11]=2)[C:6](=[O:13])[O:5]1)([C:15]([CH3:17])([CH3:16])[CH3:14])([CH3:20])[CH3:19]. Given the reactants [OH:1][CH2:2][CH2:3][CH:4]1[C:12]2[C:7](=[CH:8][CH:9]=[CH:10][CH:11]=2)[C:6](=[O:13])[O:5]1.[CH3:14][C:15]([Si:18](Cl)([CH3:20])[CH3:19])([CH3:17])[CH3:16].N1C=CN=C1, predict the reaction product. (3) Given the reactants Cl[C:2]1[N:7]=[CH:6][N:5]=[C:4]([NH:8][C:9]2[CH:14]=[CH:13][C:12]([CH:15]3[CH2:20][CH2:19][N:18]([CH:21]4[CH2:24][O:23][CH2:22]4)[CH2:17][CH2:16]3)=[CH:11][CH:10]=2)[N:3]=1.[O:25]1[CH2:30][CH2:29][CH:28]([O:31][C:32]2[CH:39]=[CH:38][C:37](B3OC(C)(C)C(C)(C)O3)=[CH:36][C:33]=2[C:34]#[N:35])[CH2:27][CH2:26]1.C(=O)([O-])[O-].[Na+].[Na+], predict the reaction product. The product is: [O:23]1[CH2:24][CH:21]([N:18]2[CH2:19][CH2:20][CH:15]([C:12]3[CH:13]=[CH:14][C:9]([NH:8][C:4]4[N:5]=[CH:6][N:7]=[C:2]([C:37]5[CH:38]=[CH:39][C:32]([O:31][CH:28]6[CH2:29][CH2:30][O:25][CH2:26][CH2:27]6)=[C:33]([CH:36]=5)[C:34]#[N:35])[N:3]=4)=[CH:10][CH:11]=3)[CH2:16][CH2:17]2)[CH2:22]1. (4) The product is: [CH2:1]([C:5]1[N:6]=[C:7]([CH3:27])[N:8]([C:32]2[CH:33]=[CH:34][C:29]([CH3:28])=[CH:30][CH:31]=2)[C:9](=[O:26])[C:10]=1[CH2:11][C:12]1[CH:17]=[CH:16][C:15]([C:18]2[C:19]([C:24]#[N:25])=[CH:20][CH:21]=[CH:22][CH:23]=2)=[CH:14][CH:13]=1)[CH2:2][CH2:3][CH3:4]. Given the reactants [CH2:1]([C:5]1[N:6]=[C:7]([CH3:27])[NH:8][C:9](=[O:26])[C:10]=1[CH2:11][C:12]1[CH:17]=[CH:16][C:15]([C:18]2[C:19]([C:24]#[N:25])=[CH:20][CH:21]=[CH:22][CH:23]=2)=[CH:14][CH:13]=1)[CH2:2][CH2:3][CH3:4].[CH3:28][C:29]1[CH:34]=[CH:33][C:32](B(O)O)=[CH:31][CH:30]=1.C(N(CC)CC)C.N1C=CC=CC=1, predict the reaction product. (5) Given the reactants [NH2:1][C:2]1[N:7]=[C:6](S(C)=O)[C:5]([C:11]#[N:12])=[C:4]([N:13]2[CH:17]=[CH:16][CH:15]=[N:14]2)[N:3]=1.[N:18]1[CH:23]=[CH:22][CH:21]=[C:20]([CH2:24][OH:25])[CH:19]=1.C1CCN2C(=NCCC2)CC1, predict the reaction product. The product is: [NH2:1][C:2]1[N:3]=[C:4]([N:13]2[CH:17]=[CH:16][CH:15]=[N:14]2)[C:5]([C:11]#[N:12])=[C:6]([O:25][CH2:24][C:20]2[CH:19]=[N:18][CH:23]=[CH:22][CH:21]=2)[N:7]=1. (6) Given the reactants [C:1]([O:5][C:6](=[O:18])[NH:7][C:8]([C:11]1[CH:16]=[CH:15][CH:14]=[C:13](Br)[N:12]=1)([CH3:10])[CH3:9])([CH3:4])([CH3:3])[CH3:2].[CH:19]1(B(O)O)[CH2:21][CH2:20]1.P([O-])([O-])([O-])=O.[K+].[K+].[K+].C1(P(C2CCCCC2)C2CCCCC2)CCCCC1, predict the reaction product. The product is: [C:1]([O:5][C:6](=[O:18])[NH:7][C:8]([C:11]1[CH:16]=[CH:15][CH:14]=[C:13]([CH:19]2[CH2:21][CH2:20]2)[N:12]=1)([CH3:10])[CH3:9])([CH3:4])([CH3:3])[CH3:2]. (7) The product is: [CH3:1][C:2]([CH3:17])([CH2:8][O:9][Si:10]([CH3:16])([CH3:15])[C:11]([CH3:13])([CH3:12])[CH3:14])[CH2:3][CH2:4][OH:7]. Given the reactants [CH3:1][C:2]([CH3:17])([CH2:8][O:9][Si:10]([CH3:16])([CH3:15])[C:11]([CH3:14])([CH3:13])[CH3:12])[CH2:3][CH:4]([OH:7])CO.O.I([O-])(=O)(=O)=O.[Na+].[BH4-].[Na+], predict the reaction product. (8) Given the reactants Br[C:2]1[C:7]([N:8](COC)[S:9]([C:12]2[CH:17]=[CH:16][C:15]([C:18]([CH3:21])([CH3:20])[CH3:19])=[CH:14][CH:13]=2)(=[O:11])=[O:10])=[CH:6][C:5]([Cl:25])=[CH:4][N:3]=1.[F:26][C:27]1[CH:38]=[CH:37][C:30]([C:31](N(OC)C)=[O:32])=[CH:29][CH:28]=1.Cl.O1CCOCC1, predict the reaction product. The product is: [C:18]([C:15]1[CH:16]=[CH:17][C:12]([S:9]([NH:8][C:7]2[C:2]([C:31](=[O:32])[C:30]3[CH:37]=[CH:38][C:27]([F:26])=[CH:28][CH:29]=3)=[N:3][CH:4]=[C:5]([Cl:25])[CH:6]=2)(=[O:11])=[O:10])=[CH:13][CH:14]=1)([CH3:19])([CH3:21])[CH3:20]. (9) Given the reactants [CH3:1][C:2]1[C:6]([C:7]([O:9][CH3:10])=[O:8])=[CH:5][NH:4][N:3]=1.Cl[C:12]1[C:17]([Cl:18])=[CH:16][C:15]([C:19]([F:22])([F:21])[F:20])=[CH:14][N:13]=1, predict the reaction product. The product is: [Cl:18][C:17]1[C:12]([N:4]2[CH:5]=[C:6]([C:7]([O:9][CH3:10])=[O:8])[C:2]([CH3:1])=[N:3]2)=[N:13][CH:14]=[C:15]([C:19]([F:21])([F:20])[F:22])[CH:16]=1.